This data is from hERG potassium channel inhibition data for cardiac toxicity prediction from Karim et al.. The task is: Regression/Classification. Given a drug SMILES string, predict its toxicity properties. Task type varies by dataset: regression for continuous values (e.g., LD50, hERG inhibition percentage) or binary classification for toxic/non-toxic outcomes (e.g., AMES mutagenicity, cardiotoxicity, hepatotoxicity). Dataset: herg_karim. (1) The drug is Cc1nc2ccccc2n1C1C[C@H]2CC[C@H](C1)N2CCC1(c2ccccc2)CCN(C(=O)c2ccc(S(N)(=O)=O)cc2)CC1. The result is 0 (non-blocker). (2) The drug is O=C(Cn1cc(Nc2ncnc3cc(OCCCN4CCC[C@@H]4CO)ccc23)cn1)Nc1cccc(F)c1F. The result is 0 (non-blocker). (3) The molecule is C[C@@H]1NC(c2ccnc(C#N)c2)=N[C@@]1(c1ccc(F)cc1)c1ccc(F)nc1. The result is 0 (non-blocker). (4) The compound is OC(c1cccnc1-c1cccc(Cl)c1)C(c1cccnc1)c1ncco1. The result is 0 (non-blocker). (5) The drug is Cc1nc(-n2cnnn2)ccc1CC(=O)N1CCN(CCc2ccc3c(c2C)COC3=O)CC1. The result is 1 (blocker). (6) The molecule is COCCOCC#Cc1cc(-c2[nH]nc3c2Cc2cc(Cn4cncn4)ccc2-3)cs1. The result is 0 (non-blocker).